From a dataset of Reaction yield outcomes from USPTO patents with 853,638 reactions. Predict the reaction yield, written as a fraction of the theoretical maximum amount of product (1.0 means a 100% yield; for example, 0.34 means a 34% yield). (1) The reactants are [C:1]([N:3]=[C:4](OC1C=CC=CC=1)[NH:5][C:6]1[CH:11]=[CH:10][C:9]([S:12]([NH2:15])(=O)=[O:13])=[CH:8][CH:7]=1)#[N:2].[OH2:23].[NH2:24][NH2:25]. No catalyst specified. The product is [NH2:2][C:1]1[NH:25][N:24]=[C:4]([NH:5][C:6]2[CH:7]=[CH:8][C:9]([S:12]([NH2:15])(=[O:13])=[O:23])=[CH:10][CH:11]=2)[N:3]=1. The yield is 0.870. (2) The reactants are COC1C(OC)=CC2N(C)C(=O)CN=C(C3C=CC=C(C#CCCCC)C=3)C=2C=1.[C:30]([Si:34]([O:47][C:48]1[CH:53]=[C:52]([N+:54]([O-])=O)[CH:51]=[CH:50][C:49]=1[O:57][CH3:58])([C:41]1[CH:46]=[CH:45][CH:44]=[CH:43][CH:42]=1)[C:35]1[CH:40]=[CH:39][CH:38]=[CH:37][CH:36]=1)([CH3:33])([CH3:32])[CH3:31]. No catalyst specified. The product is [Si:34]([O:47][C:48]1[CH:53]=[C:52]([CH:51]=[CH:50][C:49]=1[O:57][CH3:58])[NH2:54])([C:30]([CH3:33])([CH3:32])[CH3:31])([C:41]1[CH:42]=[CH:43][CH:44]=[CH:45][CH:46]=1)[C:35]1[CH:40]=[CH:39][CH:38]=[CH:37][CH:36]=1. The yield is 0.980. (3) The reactants are [Br:1][C:2]1[CH:7]=[CH:6][C:5]([F:8])=[CH:4][C:3]=1[CH2:9][C:10](=O)[CH2:11][NH:12][C:13]([C:15]1[CH:46]=[C:18]2[N:19]=[C:20]([CH3:45])[C:21]([C@H:34]([O:40][C:41]([CH3:44])([CH3:43])[CH3:42])[C:35]([O:37][CH2:38][CH3:39])=[O:36])=[C:22]([N:23]3[CH2:28][CH2:27][C:26]([CH2:30][CH2:31][CH:32]=[CH2:33])([CH3:29])[CH2:25][CH2:24]3)[N:17]2[N:16]=1)=O.COC1C=CC(P2(SP(C3C=CC(OC)=CC=3)(=S)S2)=[S:57])=CC=1. The product is [Br:1][C:2]1[CH:7]=[CH:6][C:5]([F:8])=[CH:4][C:3]=1[CH2:9][C:10]1[S:57][C:13]([C:15]2[CH:46]=[C:18]3[N:19]=[C:20]([CH3:45])[C:21]([C@H:34]([O:40][C:41]([CH3:44])([CH3:43])[CH3:42])[C:35]([O:37][CH2:38][CH3:39])=[O:36])=[C:22]([N:23]4[CH2:28][CH2:27][C:26]([CH2:30][CH2:31][CH:32]=[CH2:33])([CH3:29])[CH2:25][CH2:24]4)[N:17]3[N:16]=2)=[N:12][CH:11]=1. The catalyst is C1(C)C=CC=CC=1. The yield is 0.668. (4) The reactants are CN.[F:3][C:4]1[CH:9]=[CH:8][C:7]([C:10]2[O:36][C:13]3=[N:14][CH:15]=[C:16]([C:18]4[CH:23]=[CH:22][CH:21]=[C:20]([C:24](=[O:35])[NH:25][C:26]([C:29]5[CH:34]=[CH:33][CH:32]=[CH:31][CH:30]=5)([CH3:28])[CH3:27])[CH:19]=4)[CH:17]=[C:12]3[C:11]=2[C:37](O)=[O:38])=[CH:6][CH:5]=1.C[CH2:41][N:42](C(C)C)C(C)C.CN(C(ON1N=NC2C=CC=NC1=2)=[N+](C)C)C.F[P-](F)(F)(F)(F)F. The catalyst is CN(C1C=CN=CC=1)C.CN(C=O)C. The product is [F:3][C:4]1[CH:5]=[CH:6][C:7]([C:10]2[O:36][C:13]3=[N:14][CH:15]=[C:16]([C:18]4[CH:23]=[CH:22][CH:21]=[C:20]([C:24](=[O:35])[NH:25][C:26]([C:29]5[CH:30]=[CH:31][CH:32]=[CH:33][CH:34]=5)([CH3:28])[CH3:27])[CH:19]=4)[CH:17]=[C:12]3[C:11]=2[C:37]([NH:42][CH3:41])=[O:38])=[CH:8][CH:9]=1. The yield is 0.130. (5) The yield is 0.370. The product is [CH2:1]([O:3][N:4]1[CH2:8][CH2:7][CH:6]([Br:10])[C:5]1=[O:11])[CH3:2]. The reactants are [CH2:1]([O:3][NH:4][C:5](=[O:11])[CH:6]([Br:10])[CH2:7][CH2:8]Br)[CH3:2].[H-].[Na+].BrC(CCBr)C(Br)=O. The catalyst is C1C=CC=CC=1.